This data is from Forward reaction prediction with 1.9M reactions from USPTO patents (1976-2016). The task is: Predict the product of the given reaction. (1) Given the reactants Br[CH:2]([C:5]1[N:6]=[C:7]2[CH:16]=[CH:15][CH:14]=[C:13]([CH3:17])[N:8]2[C:9](=[O:12])[C:10]=1[I:11])[CH2:3][CH3:4].[N-:18]=[N+:19]=[N-:20].[Na+], predict the reaction product. The product is: [N:18]([CH:2]([C:5]1[N:6]=[C:7]2[CH:16]=[CH:15][CH:14]=[C:13]([CH3:17])[N:8]2[C:9](=[O:12])[C:10]=1[I:11])[CH2:3][CH3:4])=[N+:19]=[N-:20]. (2) Given the reactants [CH:1]1([C:4]2[N:9]=[C:8](OS(C(F)(F)F)(=O)=O)[CH:7]=[C:6]([C:18]3[CH:23]=[CH:22][C:21]([C:24]([F:27])([F:26])[F:25])=[CH:20][CH:19]=3)[CH:5]=2)[CH2:3][CH2:2]1.[Cl:28][C:29]1[CH:34]=[C:33](I)[CH:32]=[CH:31][N:30]=1, predict the reaction product. The product is: [Cl:28][C:29]1[CH:34]=[C:33]([C:8]2[CH:7]=[C:6]([C:18]3[CH:19]=[CH:20][C:21]([C:24]([F:25])([F:26])[F:27])=[CH:22][CH:23]=3)[CH:5]=[C:4]([CH:1]3[CH2:3][CH2:2]3)[N:9]=2)[CH:32]=[CH:31][N:30]=1. (3) Given the reactants NC1N(C2CCCN(C(OCC3C=CC=CC=3)=O)C2)N=C(C2C=CC(OC3C=CC=CC=3)=CC=2)C=1C#N.[Cl:38][C:39]1[N:44]=[CH:43][C:42]([C:45](=[C:48]([C:51]#[N:52])[C:49]#[N:50])OC)=[CH:41][CH:40]=1.Cl.[CH2:54]([O:61][C:62]([N:64]1[CH2:69][CH2:68][CH2:67][CH:66]([NH:70][NH2:71])[CH2:65]1)=[O:63])[C:55]1[CH:60]=[CH:59][CH:58]=[CH:57][CH:56]=1, predict the reaction product. The product is: [NH2:52][C:51]1[N:70]([CH:66]2[CH2:67][CH2:68][CH2:69][N:64]([C:62]([O:61][CH2:54][C:55]3[CH:60]=[CH:59][CH:58]=[CH:57][CH:56]=3)=[O:63])[CH2:65]2)[N:71]=[C:45]([C:42]2[CH:43]=[N:44][C:39]([Cl:38])=[CH:40][CH:41]=2)[C:48]=1[C:49]#[N:50]. (4) Given the reactants [N+:1]([O-:4])([O-:3])=[O:2].[NH2:5][C:6]([NH2:8])=[NH2+:7].C(Cl)Cl.C[O-].[Na+].[NH4+].[Cl-], predict the reaction product. The product is: [NH2:7][C:6]([NH2:8])=[NH:5].[N+:1]([O-:4])([O-:3])=[O:2].[NH2:7][C:6]([NH2:8])=[NH2+:5]. (5) Given the reactants Cl[S:2]([C:5]1[C:6]([F:19])=[CH:7][C:8]([O:16][CH2:17][CH3:18])=[C:9]([CH:15]=1)[C:10]([O:12][CH2:13][CH3:14])=[O:11])(=[O:4])=[O:3].[CH3:20][NH:21][CH3:22], predict the reaction product. The product is: [CH3:20][N:21]([CH3:22])[S:2]([C:5]1[C:6]([F:19])=[CH:7][C:8]([O:16][CH2:17][CH3:18])=[C:9]([CH:15]=1)[C:10]([O:12][CH2:13][CH3:14])=[O:11])(=[O:4])=[O:3]. (6) Given the reactants CC(C)([O-])C.[K+].[F:7]/[C:8](/[C:16]1[CH:21]=[CH:20][C:19]([O:22][C:23]([F:26])([F:25])[F:24])=[CH:18][CH:17]=1)=[CH:9]\[C:10]1[CH:14]=[C:13]([CH3:15])[NH:12][N:11]=1.Br[CH2:28][C:29]1[CH:30]=[C:31]([CH:36]=[CH:37][CH:38]=1)[C:32]([O:34][CH3:35])=[O:33], predict the reaction product. The product is: [F:7]/[C:8](/[C:16]1[CH:21]=[CH:20][C:19]([O:22][C:23]([F:25])([F:24])[F:26])=[CH:18][CH:17]=1)=[CH:9]\[C:10]1[CH:14]=[C:13]([CH3:15])[N:12]([CH2:28][C:29]2[CH:30]=[C:31]([CH:36]=[CH:37][CH:38]=2)[C:32]([O:34][CH3:35])=[O:33])[N:11]=1. (7) Given the reactants C(OC(=O)[NH:7][C:8]1[CH:9]=[N:10][C:11]([CH:14]([CH3:16])[CH3:15])=[CH:12][CH:13]=1)(C)(C)C.Cl.O1CCOCC1, predict the reaction product. The product is: [CH:14]([C:11]1[N:10]=[CH:9][C:8]([NH2:7])=[CH:13][CH:12]=1)([CH3:16])[CH3:15].